From a dataset of Reaction yield outcomes from USPTO patents with 853,638 reactions. Predict the reaction yield, written as a fraction of the theoretical maximum amount of product (1.0 means a 100% yield; for example, 0.34 means a 34% yield). (1) The catalyst is CCO. The reactants are [F:1][C:2]([F:13])([F:12])[C:3]([CH:5]1[C:9](=O)[CH2:8][CH2:7][C:6]1=[O:11])=O.[NH:14]([CH2:16][C:17]([O:19][CH2:20][CH3:21])=[O:18])[NH2:15].OS(O)(=O)=O. The product is [O:11]=[C:6]1[C:5]2[C:3]([C:2]([F:1])([F:13])[F:12])=[N:15][N:14]([CH2:16][C:17]([O:19][CH2:20][CH3:21])=[O:18])[C:9]=2[CH2:8][CH2:7]1. The yield is 0.670. (2) The reactants are [C:1]([NH:8][C@H:9]([C:13]([OH:15])=O)[CH:10]([CH3:12])[CH3:11])([O:3][C:4]([CH3:7])([CH3:6])[CH3:5])=[O:2].C1CCC(N=C=NC2CCCCC2)CC1.Cl.Cl.[NH2:33][C:34]1[NH:35][C:36]2[NH:37][CH2:38][CH:39]([CH:45]([OH:49])[CH:46]([OH:48])[CH3:47])[NH:40][C:41]=2[C:42](=[O:44])[N:43]=1. The catalyst is C(Cl)Cl.N1C=CC=CC=1. The product is [C:4]([O:3][C:1](=[O:2])[NH:8][CH:9]([C:13]([N:40]1[CH:39]([CH:45]([OH:49])[CH:46]([OH:48])[CH3:47])[CH2:38][NH:37][C:36]2[NH:35][C:34]([NH2:33])=[N:43][C:42](=[O:44])[C:41]1=2)=[O:15])[CH:10]([CH3:11])[CH3:12])([CH3:5])([CH3:6])[CH3:7]. The yield is 0.760. (3) The reactants are [CH2:1]([N:3]1[CH:11]=[N:10][C:9]2[C:4]1=[N:5][C:6]([NH:22][C@H:23]1[CH2:28][CH2:27][C@H:26]([OH:29])[CH2:25][CH2:24]1)=[N:7][C:8]=2[NH:12][C:13]1[CH:18]=[CH:17][CH:16]=[C:15]([N+:19]([O-])=O)[CH:14]=1)[CH3:2].O.NN. The catalyst is CO.[Ni]. The product is [NH2:19][C:15]1[CH:14]=[C:13]([NH:12][C:8]2[N:7]=[C:6]([NH:22][C@H:23]3[CH2:24][CH2:25][C@H:26]([OH:29])[CH2:27][CH2:28]3)[N:5]=[C:4]3[C:9]=2[N:10]=[CH:11][N:3]3[CH2:1][CH3:2])[CH:18]=[CH:17][CH:16]=1. The yield is 0.940. (4) The reactants are [Cl:1][CH:2]([C:6]1[CH:11]=[CH:10][CH:9]=[CH:8][CH:7]=1)[C:3](Cl)=[O:4].C(N([CH2:17][CH3:18])CC)C.C[OH:20]. The yield is 0.834. The product is [Cl:1][CH:2]([C:6]1[CH:11]=[CH:10][CH:9]=[CH:8][CH:7]=1)[C:3]([O:20][CH2:17][CH3:18])=[O:4]. The catalyst is O. (5) No catalyst specified. The yield is 0.860. The reactants are [C:1]1(B(O)O)[CH:6]=[CH:5][CH:4]=[CH:3][CH:2]=1.Br[C:11]1[CH:16]=[CH:15][C:14]([Br:17])=[CH:13][N:12]=1. The product is [C:1]1([C:11]2[CH:16]=[CH:15][C:14]([Br:17])=[CH:13][N:12]=2)[CH:6]=[CH:5][CH:4]=[CH:3][CH:2]=1. (6) The reactants are [CH3:1][N:2]([S:15]([C:18]1[S:19][CH:20]=[CH:21][CH:22]=1)(=[O:17])=[O:16])[C:3]1[CH:4]=[CH:5][CH:6]=[C:7]2[C:11]=1[NH:10][C:9]([C:12](=[S:14])[NH2:13])=[CH:8]2.Br[CH:24]([CH:27]=O)[CH:25]=[O:26].CN(C)C(=O)C. The catalyst is O. The product is [OH:26][CH2:25][C:24]1[S:14][C:12]([C:9]2[NH:10][C:11]3[C:7]([CH:8]=2)=[CH:6][CH:5]=[CH:4][C:3]=3[N:2]([CH3:1])[S:15]([C:18]2[S:19][CH:20]=[CH:21][CH:22]=2)(=[O:17])=[O:16])=[N:13][CH:27]=1. The yield is 0.390. (7) The reactants are [CH3:1][Mg]Br.[CH:4]([C:6]1[N:11]=[CH:10][C:9]([C:12]([O:14][CH3:15])=[O:13])=[CH:8][CH:7]=1)=[O:5].O. The catalyst is C1COCC1. The product is [OH:5][CH:4]([C:6]1[N:11]=[CH:10][C:9]([C:12]([O:14][CH3:15])=[O:13])=[CH:8][CH:7]=1)[CH3:1]. The yield is 0.740. (8) The yield is 0.860. The reactants are C1(C(C2C=CC=CC=2)[N:8]2[CH2:11][C:10]([N:13]3[CH2:17][CH2:16][CH2:15][CH2:14]3)([CH3:12])[CH2:9]2)C=CC=CC=1.[ClH:24]. The catalyst is C(O)C.[OH-].[OH-].[Pd+2]. The product is [ClH:24].[ClH:24].[CH3:12][C:10]1([N:13]2[CH2:17][CH2:16][CH2:15][CH2:14]2)[CH2:11][NH:8][CH2:9]1.